This data is from Reaction yield outcomes from USPTO patents with 853,638 reactions. The task is: Predict the reaction yield, written as a fraction of the theoretical maximum amount of product (1.0 means a 100% yield; for example, 0.34 means a 34% yield). (1) The reactants are [N:1]1([C:22]([O:24][CH2:25][C:26]2[CH:31]=[CH:30][CH:29]=[CH:28][CH:27]=2)=[O:23])[CH2:6][CH2:5][N:4](C(OC(C)(C)C)=O)[CH2:3][CH:2]1[C:14]([O:16][CH:17]1[CH2:21][CH2:20][CH2:19][CH2:18]1)=[O:15]. The catalyst is C(O)(C(F)(F)F)=O.C(Cl)Cl. The product is [N:1]1([C:22]([O:24][CH2:25][C:26]2[CH:27]=[CH:28][CH:29]=[CH:30][CH:31]=2)=[O:23])[CH2:6][CH2:5][NH:4][CH2:3][CH:2]1[C:14]([O:16][CH:17]1[CH2:21][CH2:20][CH2:19][CH2:18]1)=[O:15]. The yield is 0.960. (2) The reactants are [CH3:1][N:2]1[CH2:7][CH2:6][N:5]([CH2:8][CH2:9][O:10][C:11]2[CH:16]=[CH:15][N:14]3[C:17]([C:20]([O-])=[O:21])=[CH:18][N:19]=[C:13]3[CH:12]=2)[CH2:4][CH2:3]1.[Li+].ClC1C=C(Cl)C=C(Cl)C=1C(Cl)=O.[CH:36]([C:39]1[N:44]=[C:43]([CH2:45][N:46]2[C:54]3[CH:53]=[CH:52][CH:51]=[C:50]([NH2:55])[C:49]=3[CH:48]=[N:47]2)[CH:42]=[CH:41][CH:40]=1)([CH3:38])[CH3:37].[OH-].[Na+].[NH4+].[Cl-]. The catalyst is O.CN1C(=O)CCC1. The product is [CH:36]([C:39]1[N:44]=[C:43]([CH2:45][N:46]2[C:54]3[C:49](=[C:50]([NH:55][C:20]([C:17]4[N:14]5[CH:15]=[CH:16][C:11]([O:10][CH2:9][CH2:8][N:5]6[CH2:4][CH2:3][N:2]([CH3:1])[CH2:7][CH2:6]6)=[CH:12][C:13]5=[N:19][CH:18]=4)=[O:21])[CH:51]=[CH:52][CH:53]=3)[CH:48]=[N:47]2)[CH:42]=[CH:41][CH:40]=1)([CH3:38])[CH3:37]. The yield is 0.150. (3) The reactants are [Cl:1][C:2]1[CH:10]=[CH:9][C:8]([N:11]2[CH:15]=[CH:14][CH:13]=[CH:12]2)=[CH:7][C:3]=1[C:4]([NH2:6])=[O:5].FC1C=CC([O:23][C:24](=O)[NH:25][C:26]2[S:27][C:28]3[CH:34]=[C:33]([S:35]([CH3:38])(=[O:37])=[O:36])[CH:32]=[CH:31][C:29]=3[N:30]=2)=CC=1. No catalyst specified. The product is [Cl:1][C:2]1[CH:10]=[CH:9][C:8]([N:11]2[CH:15]=[CH:14][CH:13]=[CH:12]2)=[CH:7][C:3]=1[C:4]([NH:6][C:24](=[O:23])[NH:25][C:26]1[S:27][C:28]2[CH:34]=[C:33]([S:35]([CH3:38])(=[O:37])=[O:36])[CH:32]=[CH:31][C:29]=2[N:30]=1)=[O:5]. The yield is 0.0700.